Regression/Classification. Given a drug SMILES string, predict its absorption, distribution, metabolism, or excretion properties. Task type varies by dataset: regression for continuous measurements (e.g., permeability, clearance, half-life) or binary classification for categorical outcomes (e.g., BBB penetration, CYP inhibition). Dataset: cyp2d6_veith. From a dataset of CYP2D6 inhibition data for predicting drug metabolism from PubChem BioAssay. (1) The compound is Cc1ccc(OCC(O)Cn2c3ccccc3c3ccccc32)cc1. The result is 1 (inhibitor). (2) The molecule is CN1CCN(c2ncc3nc(-c4cccs4)c(=O)n(C[C@H]4CCCO4)c3n2)CC1. The result is 0 (non-inhibitor). (3) The drug is Cc1ccc(C(c2nnnn2CC2CCCO2)N2CCN(C(=O)c3ccco3)CC2)cc1. The result is 0 (non-inhibitor). (4) The drug is COc1cc(CNCc2cccs2)cc(Br)c1OC.Cl. The result is 1 (inhibitor). (5) The drug is N#CCCn1nnc2ccccc21. The result is 0 (non-inhibitor). (6) The drug is O=c1c(-c2ccccc2)nc2cncnc2n1Cc1ccccc1. The result is 0 (non-inhibitor). (7) The molecule is Cc1ccc(-c2ccc(=O)n(CC(=O)NCCN(C)C)n2)cc1. The result is 0 (non-inhibitor). (8) The molecule is COc1cccc([C@@H]2Oc3ccc(OC)cc3/C(=N/O[C@@H](C)CN3CCCc4nc(C)c(C)cc43)[C@@H]2O)c1. The result is 1 (inhibitor). (9) The molecule is CCN(CCCc1ccccc1)CCCc1ccccc1.O=C(O)CC(O)(CC(=O)O)C(=O)O. The result is 1 (inhibitor). (10) The molecule is CCOC(=O)c1ccc(N/C=C/C(=O)c2ccc(OC)cc2)cc1. The result is 0 (non-inhibitor).